Dataset: Full USPTO retrosynthesis dataset with 1.9M reactions from patents (1976-2016). Task: Predict the reactants needed to synthesize the given product. (1) Given the product [CH2:1]([O:3][C:4]([C:6]1[N:10]([CH2:19][CH2:20][CH2:21][C:22]2[CH:27]=[CH:26][CH:25]=[CH:24][CH:23]=2)[C:9]2[CH:11]=[C:12]([Br:14])[S:13][C:8]=2[C:7]=1[I:15])=[O:5])[CH3:2], predict the reactants needed to synthesize it. The reactants are: [CH2:1]([O:3][C:4]([C:6]1[NH:10][C:9]2[CH:11]=[C:12]([Br:14])[S:13][C:8]=2[C:7]=1[I:15])=[O:5])[CH3:2].[H-].[Na+].Br[CH2:19][CH2:20][CH2:21][C:22]1[CH:27]=[CH:26][CH:25]=[CH:24][CH:23]=1.O. (2) Given the product [NH:1]([C:2]1[CH:3]=[CH:4][C:5]([C:8]2[CH:16]=[CH:15][C:14]([C:17]3[N:18]([C:33]([O:35][C:36]([CH3:37])([CH3:39])[CH3:38])=[O:34])[C:19]4[C:24]([CH:25]=3)=[CH:23][C:22]([CH2:26][N:27]3[CH2:32][CH2:31][CH2:30][CH2:29][CH2:28]3)=[CH:21][CH:20]=4)=[C:13]3[C:9]=2[CH2:10][NH:11][C:12]3=[O:40])=[CH:6][CH:7]=1)[C:42]([NH2:43])=[O:41], predict the reactants needed to synthesize it. The reactants are: [NH2:1][C:2]1[CH:7]=[CH:6][C:5]([C:8]2[CH:16]=[CH:15][C:14]([C:17]3[N:18]([C:33]([O:35][C:36]([CH3:39])([CH3:38])[CH3:37])=[O:34])[C:19]4[C:24]([CH:25]=3)=[CH:23][C:22]([CH2:26][N:27]3[CH2:32][CH2:31][CH2:30][CH2:29][CH2:28]3)=[CH:21][CH:20]=4)=[C:13]3[C:9]=2[CH2:10][NH:11][C:12]3=[O:40])=[CH:4][CH:3]=1.[O-:41][C:42]#[N:43].[Na+].C(=O)([O-])O.[Na+].